This data is from Forward reaction prediction with 1.9M reactions from USPTO patents (1976-2016). The task is: Predict the product of the given reaction. The product is: [Br:1][C:2]1[CH:3]=[CH:4][C:5]([CH2:8][C:9]([C:15]2[CH:16]=[CH:17][C:12]([S:18][CH3:19])=[CH:13][CH:14]=2)=[O:11])=[CH:6][CH:7]=1. Given the reactants [Br:1][C:2]1[CH:7]=[CH:6][C:5]([CH2:8][C:9]([OH:11])=O)=[CH:4][CH:3]=1.[C:12]1([S:18][CH3:19])[CH:17]=[CH:16][CH:15]=[CH:14][CH:13]=1, predict the reaction product.